Dataset: Full USPTO retrosynthesis dataset with 1.9M reactions from patents (1976-2016). Task: Predict the reactants needed to synthesize the given product. (1) Given the product [Cl:20][C:17]([F:19])([F:18])[O:16][C:13]1[CH:14]=[CH:15][C:10]([NH:9][C:7]([C:6]2[CH:21]=[C:2]([C:37]3[CH:38]=[N:39][CH:40]=[C:41]([C:42]#[N:43])[CH:44]=3)[C:3]([N:22]3[CH2:26][CH2:25][C@H:24]([CH2:27][OH:28])[CH2:23]3)=[N:4][CH:5]=2)=[O:8])=[CH:11][CH:12]=1, predict the reactants needed to synthesize it. The reactants are: Br[C:2]1[C:3]([N:22]2[CH2:26][CH2:25][C@H:24]([CH2:27][OH:28])[CH2:23]2)=[N:4][CH:5]=[C:6]([CH:21]=1)[C:7]([NH:9][C:10]1[CH:15]=[CH:14][C:13]([O:16][C:17]([Cl:20])([F:19])[F:18])=[CH:12][CH:11]=1)=[O:8].CC1(C)C(C)(C)OB([C:37]2[CH:38]=[N:39][CH:40]=[C:41]([CH:44]=2)[C:42]#[N:43])O1. (2) Given the product [CH3:6][N:8]1[CH2:13][CH2:12][N:11]([CH:14]2[C:23]3[C:18](=[CH:19][CH:20]=[C:21]([O:24][CH2:25][C:26]4[CH:27]=[CH:28][C:29]([C:32]([F:35])([F:33])[F:34])=[CH:30][CH:31]=4)[CH:22]=3)[CH2:17][CH2:16][CH2:15]2)[CH2:10][CH2:9]1, predict the reactants needed to synthesize it. The reactants are: C(O[C:6]([N:8]1[CH2:13][CH2:12][N:11]([CH:14]2[C:23]3[C:18](=[CH:19][CH:20]=[C:21]([O:24][CH2:25][C:26]4[CH:31]=[CH:30][C:29]([C:32]([F:35])([F:34])[F:33])=[CH:28][CH:27]=4)[CH:22]=3)[CH2:17][CH2:16][CH2:15]2)[CH2:10][CH2:9]1)=O)(C)(C)C.[H-].[H-].[H-].[H-].[Li+].[Al+3].C1COCC1. (3) Given the product [C:1]([OH:20])(=[O:19])[CH2:2][CH2:3][CH2:4][CH2:5][CH2:6][CH2:7][CH2:8]/[CH:9]=[CH:10]\[CH2:11][CH2:12][CH2:13][CH2:14][CH2:15][CH2:16][CH2:17][CH3:18], predict the reactants needed to synthesize it. The reactants are: [C:1]([OH:20])(=[O:19])[CH2:2][CH2:3][CH2:4][CH2:5][CH2:6][CH2:7][CH2:8][CH2:9][CH2:10][CH2:11][CH2:12][CH2:13][CH2:14][CH2:15][CH2:16][CH2:17][CH3:18]. (4) Given the product [Cl:4][C:5]1[CH:12]=[C:11]([F:13])[CH:10]=[CH:9][C:6]=1[CH:7]=[N:2][OH:3], predict the reactants needed to synthesize it. The reactants are: Cl.[NH2:2][OH:3].[Cl:4][C:5]1[CH:12]=[C:11]([F:13])[CH:10]=[CH:9][C:6]=1[CH:7]=O.[OH-].[Na+].Cl. (5) Given the product [Br:1][C:2]1[CH:3]=[CH:4][C:5]([O:10][CH2:11][CH:12]2[CH2:17][CH2:16][N:15]([CH2:18][C:19]([CH2:23][CH3:24])([F:31])[CH2:20][CH3:21])[CH2:14][CH2:13]2)=[C:6]([CH:9]=1)[C:7]#[N:8], predict the reactants needed to synthesize it. The reactants are: [Br:1][C:2]1[CH:3]=[CH:4][C:5]([O:10][CH2:11][CH:12]2[CH2:17][CH2:16][N:15]([CH2:18][C:19]([CH2:23][CH3:24])(O)[CH2:20][CH3:21])[CH2:14][CH2:13]2)=[C:6]([CH:9]=1)[C:7]#[N:8].CCN(S(F)(F)[F:31])CC.O. (6) Given the product [OH:10][CH2:11][CH2:12][S:13]([C:16]1[CH:17]=[C:18]2[C:22](=[CH:23][CH:24]=1)[N:21]([C:25]1[N:30]=[CH:29][N:28]=[C:27]([O:31][CH:32]3[CH2:37][CH2:36][N:35]([C:38]([O:40][C:41]([CH3:44])([CH3:43])[CH3:42])=[O:39])[CH2:34][CH2:33]3)[CH:26]=1)[CH2:20][CH2:19]2)(=[O:14])=[O:15], predict the reactants needed to synthesize it. The reactants are: CO.C([O:10][CH2:11][CH2:12][S:13]([C:16]1[CH:17]=[C:18]2[C:22](=[CH:23][CH:24]=1)[N:21]([C:25]1[N:30]=[CH:29][N:28]=[C:27]([O:31][CH:32]3[CH2:37][CH2:36][N:35]([C:38]([O:40][C:41]([CH3:44])([CH3:43])[CH3:42])=[O:39])[CH2:34][CH2:33]3)[CH:26]=1)[CH2:20][CH2:19]2)(=[O:15])=[O:14])C1C=CC=CC=1.[H][H]. (7) Given the product [CH2:58]([N:60]([CH2:64][CH3:65])[CH2:61][CH2:62][NH:63][C:24]([C:20]1[S:21][CH:22]=[CH:23][C:19]=1[S:16]([NH:15][C:6]1[CH:7]=[CH:8][C:9]2[CH2:10][CH2:11][CH2:12][CH2:13][C:14]=2[C:5]=1[C:3]([O:2][CH3:1])=[O:4])(=[O:17])=[O:18])=[O:25])[CH3:59], predict the reactants needed to synthesize it. The reactants are: [CH3:1][O:2][C:3]([C:5]1[C:14]2[CH2:13][CH2:12][CH2:11][CH2:10][C:9]=2[CH:8]=[CH:7][C:6]=1[NH:15][S:16]([C:19]1[CH:23]=[CH:22][S:21][C:20]=1[C:24](O)=[O:25])(=[O:18])=[O:17])=[O:4].CN1CCOCC1.F[P-](F)(F)(F)(F)F.N1(OC(N(C)C)=[N+](C)C)C2N=CC=CC=2N=N1.[CH2:58]([N:60]([CH2:64][CH3:65])[CH2:61][CH2:62][NH2:63])[CH3:59].Cl.